Dataset: Reaction yield outcomes from USPTO patents with 853,638 reactions. Task: Predict the reaction yield, written as a fraction of the theoretical maximum amount of product (1.0 means a 100% yield; for example, 0.34 means a 34% yield). (1) The reactants are [F:1][C:2]1[C:3]([OH:24])=[C:4]([C:8]2[N:13]([CH2:14][CH2:15][C:16]3[CH:21]=[CH:20][CH:19]=[CH:18][CH:17]=3)[C:12](=[O:22])[CH:11]=[C:10]([CH3:23])[N:9]=2)[CH:5]=[CH:6][CH:7]=1.C(=O)([O-])[O-].[K+].[K+].[CH2:31](Br)[C:32]1[CH:37]=[CH:36][CH:35]=[CH:34][CH:33]=1. The catalyst is CN(C=O)C. The product is [F:1][C:2]1[C:3]([O:24][CH2:31][C:32]2[CH:37]=[CH:36][CH:35]=[CH:34][CH:33]=2)=[C:4]([C:8]2[N:13]([CH2:14][CH2:15][C:16]3[CH:17]=[CH:18][CH:19]=[CH:20][CH:21]=3)[C:12](=[O:22])[CH:11]=[C:10]([CH3:23])[N:9]=2)[CH:5]=[CH:6][CH:7]=1. The yield is 0.930. (2) The catalyst is C(Cl)Cl. The reactants are [Cl:1][C:2]1[N:7]=[CH:6][C:5]([C@@H:8]2[CH2:12][CH2:11][CH2:10][C@H:9]2[OH:13])=[CH:4][CH:3]=1.CCN(CC)CC.[CH3:21][S:22](Cl)(=[O:24])=[O:23].CCOC(C)=O. The yield is 0.970. The product is [Cl:1][C:2]1[N:7]=[CH:6][C:5]([C@@H:8]2[CH2:12][CH2:11][CH2:10][C@H:9]2[O:13][S:22]([CH3:21])(=[O:24])=[O:23])=[CH:4][CH:3]=1.